Dataset: Experimentally validated miRNA-target interactions with 360,000+ pairs, plus equal number of negative samples. Task: Binary Classification. Given a miRNA mature sequence and a target amino acid sequence, predict their likelihood of interaction. The miRNA is hsa-miR-548ag with sequence AAAGGUAAUUGUGGUUUCUGC. The protein sequence of the target gene is MSSIGTGYDLSASTFSPDGRVFQVEYAMKAVENSSTAIGIRCKDGVVFGVEKLVLSKLYEEGSNKRLFNVDRHVGMAVAGLLADARSLADIAREEASNFRSNFGYNIPLKHLADRVAMYVHAYTLYSAVRPFGCSFMLGSYSVNDGAQLYMIDPSGVSYGYWGCAIGKARQAAKTEIEKLQMKEMTCRDIVKEVAKIIYIVHDEVKDKAFELELSWVGELTNGRHEIVPKDIREEAEKYAKESLKEEDESDDDNM. Result: 0 (no interaction).